From a dataset of Catalyst prediction with 721,799 reactions and 888 catalyst types from USPTO. Predict which catalyst facilitates the given reaction. (1) Reactant: Cl.[NH2:2][C@@H:3]1[CH2:8][CH2:7][C@H:6]([NH:9][C:10](=[O:27])[C:11]2[CH:16]=[C:15]([F:17])[CH:14]=[N:13][C:12]=2[O:18][C:19]2[CH:24]=[CH:23][CH:22]=[C:21]([S:25][CH3:26])[CH:20]=2)[CH2:5][CH2:4]1.C(N(CC)CC)C.[CH3:35][CH:36]([CH3:42])[CH2:37][CH2:38][C:39](O)=[O:40].Cl.CN(C)CCCN=C=NCC.ON1C2C=CC=CC=2N=N1. Product: [F:17][C:15]1[CH:14]=[N:13][C:12]([O:18][C:19]2[CH:24]=[CH:23][CH:22]=[C:21]([S:25][CH3:26])[CH:20]=2)=[C:11]([CH:16]=1)[C:10]([NH:9][C@H:6]1[CH2:7][CH2:8][C@@H:3]([NH:2][C:39](=[O:40])[CH2:38][CH2:37][CH:36]([CH3:42])[CH3:35])[CH2:4][CH2:5]1)=[O:27]. The catalyst class is: 9. (2) Reactant: [C:1]1([C:7]2[N:12]=[CH:11][C:10]([C:13]3[N:14]=[C:15]([CH:18]4[CH2:23][CH2:22][CH2:21][NH:20][CH2:19]4)[NH:16][CH:17]=3)=[CH:9][N:8]=2)[CH:6]=[CH:5][CH:4]=[CH:3][CH:2]=1.C(=O)([O-])[O-].[Cs+].[Cs+].[CH2:30](Br)[C:31]1[CH:36]=[CH:35][CH:34]=[CH:33][CH:32]=1. Product: [CH2:30]([N:20]1[CH2:21][CH2:22][CH2:23][CH:18]([C:15]2[NH:14][C:13]([C:10]3[CH:11]=[N:12][C:7]([C:1]4[CH:2]=[CH:3][CH:4]=[CH:5][CH:6]=4)=[N:8][CH:9]=3)=[CH:17][N:16]=2)[CH2:19]1)[C:31]1[CH:36]=[CH:35][CH:34]=[CH:33][CH:32]=1. The catalyst class is: 35. (3) Reactant: [I-].C(N1C=C[N+:11]([C:14]2[N:22]=[C:21]([Cl:23])[N:20]=[C:19]3[C:15]=2[N:16]=[CH:17][N:18]3[C@@H:24]2[O:38][C@H:37]([CH2:39][O:40]C(C3C=CC(C)=CC=3)=O)[C@@H:26]([O:27]C(C3C=CC(C)=CC=3)=O)[CH2:25]2)=C1CCC)C1C=CC=CC=1.N.CO. Product: [NH2:11][C:14]1[N:22]=[C:21]([Cl:23])[N:20]=[C:19]2[C:15]=1[N:16]=[CH:17][N:18]2[C@@H:24]1[O:38][C@H:37]([CH2:39][OH:40])[C@@H:26]([OH:27])[CH2:25]1. The catalyst class is: 72. (4) Reactant: [CH3:1][O:2][CH2:3][CH2:4][N:5]([CH2:22][C:23]1[CH:35]=[CH:34][C:26]([O:27][CH2:28][C:29]([O:31]CC)=[O:30])=[C:25]([CH3:36])[CH:24]=1)[C:6]1[CH:11]=[N:10][CH:9]=[C:8]([C:12]2[CH:17]=[CH:16][C:15]([C:18]([F:21])([F:20])[F:19])=[CH:14][CH:13]=2)[N:7]=1.[OH-].[Na+]. Product: [CH3:1][O:2][CH2:3][CH2:4][N:5]([CH2:22][C:23]1[CH:35]=[CH:34][C:26]([O:27][CH2:28][C:29]([OH:31])=[O:30])=[C:25]([CH3:36])[CH:24]=1)[C:6]1[CH:11]=[N:10][CH:9]=[C:8]([C:12]2[CH:13]=[CH:14][C:15]([C:18]([F:21])([F:19])[F:20])=[CH:16][CH:17]=2)[N:7]=1. The catalyst class is: 111. (5) Reactant: [Cl:1][C:2]1[CH:21]=[C:20]([C:22]([F:25])([F:24])[F:23])[CH:19]=[CH:18][C:3]=1[CH2:4][N:5]1[C:9]([CH2:10][CH2:11][C:12](O)=[O:13])=[CH:8][C:7]([CH:15]2[CH2:17][CH2:16]2)=[N:6]1.[CH2:26]([S:31]([NH2:34])(=[O:33])=[O:32])[CH2:27][CH2:28][CH2:29][CH3:30].N12CCCN=C1CCCCC2.Cl. Product: [Cl:1][C:2]1[CH:21]=[C:20]([C:22]([F:24])([F:25])[F:23])[CH:19]=[CH:18][C:3]=1[CH2:4][N:5]1[C:9]([CH2:10][CH2:11][C:12]([NH:34][S:31]([CH2:26][CH2:27][CH2:28][CH2:29][CH3:30])(=[O:33])=[O:32])=[O:13])=[CH:8][C:7]([CH:15]2[CH2:17][CH2:16]2)=[N:6]1. The catalyst class is: 35. (6) Reactant: [F:1][C:2]1([F:11])[CH2:7][CH2:6][CH:5](C(O)=O)[CH2:4][CH2:3]1.C1C=CC(OP([O:24][C:25]2C=CC=CC=2)(N=[N+]=[N-])=O)=CC=1.C([N:33](CC)CC)C. Product: [F:11][C:2]1([F:1])[CH2:3][CH2:4][CH:5]([N:33]=[C:25]=[O:24])[CH2:6][CH2:7]1. The catalyst class is: 11.